Task: Regression. Given a peptide amino acid sequence and an MHC pseudo amino acid sequence, predict their binding affinity value. This is MHC class I binding data.. Dataset: Peptide-MHC class I binding affinity with 185,985 pairs from IEDB/IMGT (1) The peptide sequence is VLLPVLFGV. The MHC is HLA-A02:06 with pseudo-sequence HLA-A02:06. The binding affinity (normalized) is 0.973. (2) The peptide sequence is YYFSYPLFV. The MHC is HLA-B15:01 with pseudo-sequence HLA-B15:01. The binding affinity (normalized) is 0.0847. (3) The peptide sequence is YMFESKSMK. The MHC is HLA-B44:02 with pseudo-sequence HLA-B44:02. The binding affinity (normalized) is 0.0847. (4) The peptide sequence is LTKCMSAAL. The MHC is Mamu-A01 with pseudo-sequence Mamu-A01. The binding affinity (normalized) is 0.572. (5) The peptide sequence is KVFGYDIDR. The MHC is HLA-B15:09 with pseudo-sequence HLA-B15:09. The binding affinity (normalized) is 0.0847. (6) The peptide sequence is VPAPAGPIV. The MHC is HLA-A01:01 with pseudo-sequence HLA-A01:01. The binding affinity (normalized) is 0. (7) The peptide sequence is FQSHQLWATL. The MHC is HLA-A32:01 with pseudo-sequence HLA-A32:01. The binding affinity (normalized) is 0.299. (8) The peptide sequence is HILRSQGPF. The MHC is HLA-A02:01 with pseudo-sequence HLA-A02:01. The binding affinity (normalized) is 0. (9) The peptide sequence is MWSLMYFHRR. The MHC is HLA-A33:01 with pseudo-sequence HLA-A33:01. The binding affinity (normalized) is 0.682.